Dataset: Forward reaction prediction with 1.9M reactions from USPTO patents (1976-2016). Task: Predict the product of the given reaction. (1) The product is: [NH2:55][C:2]1[CH:3]=[C:4]2[C:13]3([CH2:17][O:16][C:15]([NH:18][C:19](=[O:20])[O:21][C:22]([CH3:25])([CH3:23])[CH3:24])=[N:14]3)[C:10]3([CH2:12][CH2:11]3)[CH2:9][O:8][C:5]2=[CH:6][CH:7]=1. Given the reactants Br[C:2]1[CH:3]=[C:4]2[C:13]3([CH2:17][O:16][C:15]([N:18](C(OC(C)(C)C)=O)[C:19]([O:21][C:22]([CH3:25])([CH3:24])[CH3:23])=[O:20])=[N:14]3)[C:10]3([CH2:12][CH2:11]3)[CH2:9][O:8][C:5]2=[CH:6][CH:7]=1.F[B-](F)(F)F.C([PH+](C(C)(C)C)C(C)(C)C)(C)(C)C.C[Si]([N-:55][Si](C)(C)C)(C)C.[Li+].Cl, predict the reaction product. (2) The product is: [C:4]1([C:3]([C:10]2[CH:15]=[CH:14][CH:13]=[CH:12][CH:11]=2)=[C:2]([P:30]([CH:37]2[CH2:38][CH2:39][CH2:40][CH2:41][CH2:42]2)[CH:31]2[CH2:36][CH2:35][CH2:34][CH2:33][CH2:32]2)[CH:16]([CH3:18])[CH3:17])[CH:9]=[CH:8][CH:7]=[CH:6][CH:5]=1. Given the reactants Br[C:2]([CH:16]([CH3:18])[CH3:17])=[C:3]([C:10]1[CH:15]=[CH:14][CH:13]=[CH:12][CH:11]=1)[C:4]1[CH:9]=[CH:8][CH:7]=[CH:6][CH:5]=1.C1COCC1.C([Li])CCC.Cl[P:30]([CH:37]1[CH2:42][CH2:41][CH2:40][CH2:39][CH2:38]1)[CH:31]1[CH2:36][CH2:35][CH2:34][CH2:33][CH2:32]1, predict the reaction product. (3) Given the reactants Br[C:2]1[CH:3]=[C:4]([C:8]2[C:16]3[C:11](=[N:12][C:13]([NH:17][CH2:18][CH2:19][N:20]4[CH2:25][CH2:24][O:23][CH2:22][CH2:21]4)=[N:14][CH:15]=3)[N:10]([CH2:26][O:27][CH2:28][CH2:29][Si:30]([CH3:33])([CH3:32])[CH3:31])[N:9]=2)[CH:5]=[CH:6][CH:7]=1.[S:34]1[CH:38]=[CH:37][C:36](NC)=[CH:35]1.[CH3:41][N:42](C1C(C2C(P(C3CCCCC3)C3CCCCC3)=CC=CC=2)=CC=CC=1)C.C(O[Na])(C)(C)C, predict the reaction product. The product is: [N:20]1([CH2:19][CH2:18][NH:17][C:13]2[N:12]=[C:11]3[N:10]([CH2:26][O:27][CH2:28][CH2:29][Si:30]([CH3:33])([CH3:32])[CH3:31])[N:9]=[C:8]([C:4]4[CH:5]=[CH:6][CH:7]=[C:2]([NH:42][CH2:41][C:36]5[CH:37]=[CH:38][S:34][CH:35]=5)[CH:3]=4)[C:16]3=[CH:15][N:14]=2)[CH2:25][CH2:24][O:23][CH2:22][CH2:21]1. (4) Given the reactants [Cl:1][C:2]1[CH:7]=[CH:6][C:5]([CH2:8]Cl)=[CH:4][N:3]=1.[CH2:10]([NH2:13])[CH2:11][NH2:12], predict the reaction product. The product is: [Cl:1][C:2]1[N:3]=[CH:4][C:5]([CH2:8][NH:12][CH2:11][CH2:10][NH2:13])=[CH:6][CH:7]=1.